From a dataset of Full USPTO retrosynthesis dataset with 1.9M reactions from patents (1976-2016). Predict the reactants needed to synthesize the given product. (1) Given the product [C:1]([O:5][C:6]([N:8]1[CH2:13][CH2:12][N:11]2[C:14]([C:25](=[O:28])[C:31]([Cl:34])([Cl:33])[Cl:32])=[CH:15][CH:16]=[C:10]2[CH:9]1[CH3:17])=[O:7])([CH3:4])([CH3:2])[CH3:3], predict the reactants needed to synthesize it. The reactants are: [C:1]([O:5][C:6]([N:8]1[CH2:13][CH2:12][N:11]2[CH:14]=[CH:15][CH:16]=[C:10]2[CH:9]1[CH3:17])=[O:7])([CH3:4])([CH3:3])[CH3:2].C(N(CC)CC)C.[C:25]([O-:28])([O-])=O.[K+].[K+].[CH:31]([Cl:34])([Cl:33])[Cl:32]. (2) Given the product [CH3:19][C:20]([CH3:29])([CH3:28])[CH:21]([NH:27][C:10]([C:7]1[CH:6]=[C:5]([O:13][CH2:14][C:15]([F:18])([F:17])[F:16])[C:4]([CH:1]2[CH2:2][CH2:3]2)=[CH:9][N:8]=1)=[O:12])[C:22]1[S:23][CH:24]=[CH:25][N:26]=1, predict the reactants needed to synthesize it. The reactants are: [CH:1]1([C:4]2[C:5]([O:13][CH2:14][C:15]([F:18])([F:17])[F:16])=[CH:6][C:7]([C:10]([OH:12])=O)=[N:8][CH:9]=2)[CH2:3][CH2:2]1.[CH3:19][C:20]([CH3:29])([CH3:28])[CH:21]([NH2:27])[C:22]1[S:23][CH:24]=[CH:25][N:26]=1. (3) Given the product [C:5]1([C:3]2[N:17]=[C:15]([NH:14][CH2:11][CH2:12][CH3:13])[S:16][CH:2]=2)[CH:10]=[CH:9][CH:8]=[CH:7][CH:6]=1, predict the reactants needed to synthesize it. The reactants are: Cl[CH2:2][C:3]([C:5]1[CH:10]=[CH:9][CH:8]=[CH:7][CH:6]=1)=O.[CH2:11]([NH:14][C:15]([NH2:17])=[S:16])[CH2:12][CH3:13].C([O-])(=O)C.[Na+].O. (4) Given the product [Cl:1][C:2]1[N:7]=[CH:6][C:5]2[CH:8]=[CH:9][N:10]([C:11]([O:13][C:14]([CH3:17])([CH3:16])[CH3:15])=[O:12])[C:4]=2[CH:3]=1, predict the reactants needed to synthesize it. The reactants are: [Cl:1][C:2]1[N:7]=[CH:6][C:5]2[CH:8]=[CH:9][NH:10][C:4]=2[CH:3]=1.[C:11](O[C:11]([O:13][C:14]([CH3:17])([CH3:16])[CH3:15])=[O:12])([O:13][C:14]([CH3:17])([CH3:16])[CH3:15])=[O:12]. (5) Given the product [CH3:13][O:14][C:15]1[CH:20]=[C:19]([N+:21]([O-:23])=[O:22])[CH:18]=[CH:17][C:16]=1[O:24][CH2:12][C@H:11]1[CH2:8][O:10]1, predict the reactants needed to synthesize it. The reactants are: [CH3:12][CH2:11][O:10][C:8](/N=N/[C:8]([O:10][CH2:11][CH3:12])=O)=O.[CH3:13][O:14][C:15]1[CH:20]=[C:19]([N+:21]([O-:23])=[O:22])[CH:18]=[CH:17][C:16]=1[OH:24].O1C[C@@H]1CO.C1C=CC(P(C2C=CC=CC=2)C2C=CC=CC=2)=CC=1. (6) Given the product [CH2:10]([O:12][C:13]([CH:15]1[CH2:20][CH2:19][N:18]([C:21]2[S:23][C:8]([C:4]3[CH:5]=[CH:6][CH:7]=[C:2]([Br:1])[N:3]=3)=[CH:24][N:22]=2)[CH2:17][CH2:16]1)=[O:14])[CH3:11], predict the reactants needed to synthesize it. The reactants are: [Br:1][C:2]1[CH:7]=[CH:6][CH:5]=[C:4]([CH2:8]Cl)[N:3]=1.[CH2:10]([O:12][C:13]([CH:15]1[CH2:20][CH2:19][N:18]([C:21](=[S:23])[NH2:22])[CH2:17][CH2:16]1)=[O:14])[CH3:11].[CH2:24](N(CC)CC)C. (7) Given the product [Cl:28][C:22]1[CH:23]=[C:24]([Cl:27])[CH:25]=[CH:26][C:21]=1[N:19]([CH3:20])[C:18]([C:12]1[S:11][C:10]2[C:9]3[CH:30]=[C:5]([C:3]([OH:4])=[O:2])[CH:6]=[CH:7][C:8]=3[O:17][CH2:16][CH2:15][C:14]=2[CH:13]=1)=[O:29], predict the reactants needed to synthesize it. The reactants are: C[O:2][C:3]([C:5]1[CH:6]=[CH:7][C:8]2[O:17][CH2:16][CH2:15][C:14]3[CH:13]=[C:12]([C:18](=[O:29])[N:19]([C:21]4[CH:26]=[CH:25][C:24]([Cl:27])=[CH:23][C:22]=4[Cl:28])[CH3:20])[S:11][C:10]=3[C:9]=2[CH:30]=1)=[O:4].[OH-].[Na+].Cl.